From a dataset of Forward reaction prediction with 1.9M reactions from USPTO patents (1976-2016). Predict the product of the given reaction. (1) Given the reactants [F:1][CH:2]([F:24])[C:3]([N:5]1[CH2:10][CH2:9][N:8]([CH2:11][CH2:12][O:13][Si:14]([CH:21]([CH3:23])[CH3:22])([CH:18]([CH3:20])[CH3:19])[CH:15]([CH3:17])[CH3:16])[CH2:7][CH2:6]1)=O.CO, predict the reaction product. The product is: [F:24][CH:2]([F:1])[CH2:3][N:5]1[CH2:10][CH2:9][N:8]([CH2:11][CH2:12][O:13][Si:14]([CH:15]([CH3:17])[CH3:16])([CH:18]([CH3:20])[CH3:19])[CH:21]([CH3:22])[CH3:23])[CH2:7][CH2:6]1. (2) Given the reactants [Br:1][C:2]1[CH:7]=[CH:6][CH:5]=[C:4](I)[CH:3]=1.C([Mg]Cl)(C)C.[CH2:14]([O:16][C:17](=[O:31])/[C:18](=[N:23]\[C:24]([O:26][C:27]([CH3:30])([CH3:29])[CH3:28])=[O:25])/[C:19]([F:22])([F:21])[F:20])[CH3:15], predict the reaction product. The product is: [CH2:14]([O:16][C:17](=[O:31])[C:18]([C:4]1[CH:5]=[CH:6][CH:7]=[C:2]([Br:1])[CH:3]=1)([NH:23][C:24]([O:26][C:27]([CH3:30])([CH3:29])[CH3:28])=[O:25])[C:19]([F:22])([F:21])[F:20])[CH3:15]. (3) Given the reactants [Cl:1][C:2]1[CH:3]=[CH:4][C:5]2[O:10][CH:9]([C:11]([NH:13][NH2:14])=[O:12])[O:8][C:7]([CH:21]3[CH2:26][CH2:25][CH2:24][CH2:23][CH2:22]3)([CH:15]3[CH2:20][CH2:19][CH2:18][CH2:17][CH2:16]3)[C:6]=2[CH:27]=1.[C:28](Cl)(Cl)=[O:29], predict the reaction product. The product is: [Cl:1][C:2]1[CH:3]=[CH:4][C:5]2[O:10][CH:9]([C:11]3[O:12][C:28](=[O:29])[NH:14][N:13]=3)[O:8][C:7]([CH:21]3[CH2:22][CH2:23][CH2:24][CH2:25][CH2:26]3)([CH:15]3[CH2:20][CH2:19][CH2:18][CH2:17][CH2:16]3)[C:6]=2[CH:27]=1.